From a dataset of Catalyst prediction with 721,799 reactions and 888 catalyst types from USPTO. Predict which catalyst facilitates the given reaction. Reactant: [CH2:1]([N:8]([CH2:27][CH2:28][N:29]([CH3:31])[CH3:30])[C:9]1[C:10](=[O:26])[N:11]([C:15]2[CH:16]=[C:17]([CH:22]=[CH:23][C:24]=2[CH3:25])[C:18]([O:20]C)=O)[CH:12]=[CH:13][N:14]=1)[C:2]1[CH:7]=[CH:6][CH:5]=[CH:4][CH:3]=1.[CH:32]1([NH2:35])[CH2:34][CH2:33]1. Product: [CH:32]1([NH:35][C:18](=[O:20])[C:17]2[CH:22]=[CH:23][C:24]([CH3:25])=[C:15]([N:11]3[CH:12]=[CH:13][N:14]=[C:9]([N:8]([CH2:27][CH2:28][N:29]([CH3:31])[CH3:30])[CH2:1][C:2]4[CH:7]=[CH:6][CH:5]=[CH:4][CH:3]=4)[C:10]3=[O:26])[CH:16]=2)[CH2:34][CH2:33]1. The catalyst class is: 6.